This data is from Forward reaction prediction with 1.9M reactions from USPTO patents (1976-2016). The task is: Predict the product of the given reaction. (1) Given the reactants Cl[CH2:2][C:3]1[S:4][CH:5]=[C:6]([C:8]2[CH:13]=[CH:12][CH:11]=[C:10]([C:14]([F:17])([F:16])[F:15])[CH:9]=2)[N:7]=1.[NH:18]([C:20]([O:22][C:23]([CH3:26])([CH3:25])[CH3:24])=[O:21])[NH2:19].C(N(CC)CC)C, predict the reaction product. The product is: [F:15][C:14]([F:17])([F:16])[C:10]1[CH:9]=[C:8]([C:6]2[N:7]=[C:3]([CH2:2][NH:19][NH:18][C:20]([O:22][C:23]([CH3:26])([CH3:25])[CH3:24])=[O:21])[S:4][CH:5]=2)[CH:13]=[CH:12][CH:11]=1. (2) The product is: [OH:10][CH2:9][CH2:8][C:4]1[CH:3]=[C:2]([CH:7]=[CH:6][CH:5]=1)[CH:26]=[O:27]. Given the reactants Br[C:2]1[CH:3]=[C:4]([CH2:8][CH2:9][OH:10])[CH:5]=[CH:6][CH:7]=1.CN(C)CCN(C)C.C([Li])CCC.CN(C)[CH:26]=[O:27], predict the reaction product. (3) Given the reactants Cl.[CH3:2][O:3][C:4](=[O:13])[C:5]1[CH:10]=[CH:9][C:8]([NH:11]N)=[CH:7][CH:6]=1.Cl.[CH3:15][N:16]1[CH2:21][CH2:20][C:19](=O)[CH2:18][CH2:17]1.Cl, predict the reaction product. The product is: [CH3:15][N:16]1[CH2:21][CH2:20][C:19]2[NH:11][C:8]3[CH:7]=[CH:6][C:5]([C:4]([O:3][CH3:2])=[O:13])=[CH:10][C:9]=3[C:18]=2[CH2:17]1. (4) Given the reactants [CH3:1][C:2]1([CH3:12])[C:11]2[C:6](=[CH:7][CH:8]=[CH:9][CH:10]=2)[CH2:5][CH2:4][CH2:3]1.C1C[O:16][CH2:15][CH2:14]1.C(OCC)(=[O:20])C, predict the reaction product. The product is: [OH:20][CH:5]1[C:6]2[C:11](=[CH:10][C:9]([C:15](=[O:16])[CH3:14])=[CH:8][CH:7]=2)[C:2]([CH3:12])([CH3:1])[CH2:3][CH2:4]1. (5) Given the reactants Cl.[CH2:2]([O:4][C:5](=[O:33])[C:6]([C:8]1[C:9]([C:22]2[CH:27]=[CH:26][C:25]([CH3:28])=[CH:24][C:23]=2[O:29][CH2:30][CH:31]=[CH2:32])=[C:10]2[C:17]3[CH2:18][CH2:19][CH2:20][CH2:21][C:16]=3[S:15][C:11]2=[N:12][C:13]=1[CH3:14])=[O:7])[CH3:3].[BH4-].[Na+], predict the reaction product. The product is: [CH2:2]([O:4][C:5](=[O:33])[CH:6]([C:8]1[C:9]([C:22]2[CH:27]=[CH:26][C:25]([CH3:28])=[CH:24][C:23]=2[O:29][CH2:30][CH:31]=[CH2:32])=[C:10]2[C:17]3[CH2:18][CH2:19][CH2:20][CH2:21][C:16]=3[S:15][C:11]2=[N:12][C:13]=1[CH3:14])[OH:7])[CH3:3]. (6) The product is: [CH3:3][O:8][CH2:9][CH:10]1[CH2:15][CH2:14][CH2:13][N:12]([C:16]([O:18][C:19]([CH3:22])([CH3:21])[CH3:20])=[O:17])[CH2:11]1. Given the reactants [H-].[Na+].[CH3:3]N(C)C=O.[OH:8][CH2:9][CH:10]1[CH2:15][CH2:14][CH2:13][N:12]([C:16]([O:18][C:19]([CH3:22])([CH3:21])[CH3:20])=[O:17])[CH2:11]1.CI, predict the reaction product. (7) Given the reactants N1CCOC[CH2:2]1.C[Mg]Br.C[O:11][C:12]([C:14]1([C:17]2[O:21][N:20]=[C:19]([C:22]3[CH:27]=[CH:26][C:25]([O:28][Si:29]([C:32]([CH3:35])([CH3:34])[CH3:33])([CH3:31])[CH3:30])=[CH:24][CH:23]=3)[C:18]=2[C:36]2[CH:41]=[CH:40][CH:39]=[CH:38][CH:37]=2)[CH2:16][CH2:15]1)=O, predict the reaction product. The product is: [C:32]([Si:29]([CH3:31])([CH3:30])[O:28][C:25]1[CH:24]=[CH:23][C:22]([C:19]2[C:18]([C:36]3[CH:37]=[CH:38][CH:39]=[CH:40][CH:41]=3)=[C:17]([C:14]3([C:12](=[O:11])[CH3:2])[CH2:16][CH2:15]3)[O:21][N:20]=2)=[CH:27][CH:26]=1)([CH3:33])([CH3:34])[CH3:35].